Dataset: Reaction yield outcomes from USPTO patents with 853,638 reactions. Task: Predict the reaction yield, written as a fraction of the theoretical maximum amount of product (1.0 means a 100% yield; for example, 0.34 means a 34% yield). (1) The reactants are [C:1]1([NH2:11])[C:10]2[CH2:9][CH2:8][CH2:7][CH2:6][C:5]=2[CH:4]=[CH:3][CH:2]=1.N1C2C(=CC=C3CCCC3=2)[C:14](=[O:24])[C:13]1=[O:25]. No catalyst specified. The product is [CH:7]1[CH:6]=[C:5]2[CH:4]=[CH:3][C:2]3[C:13](=[O:25])[C:14](=[O:24])[NH:11][C:1]=3[C:10]2=[CH:9][CH:8]=1. The yield is 0.540. (2) The product is [OH:1][CH:2](/[CH:18]=[CH:19]/[CH2:20][C:23]1[CH:28]=[CH:27][CH:26]=[CH:25][CH:24]=1)[CH2:3][CH2:4][NH:5][C:6]([C@H:8]1[C:13]([CH3:14])([CH3:15])[CH2:12][O:11][C:10]([CH3:17])([CH3:16])[O:9]1)=[O:7]. The catalyst is C(Cl)Cl. The reactants are [OH:1][CH:2]([CH:18]=[CH2:19])[CH2:3][CH2:4][NH:5][C:6]([C@H:8]1[C:13]([CH3:15])([CH3:14])[CH2:12][O:11][C:10]([CH3:17])([CH3:16])[O:9]1)=[O:7].[CH2:20]([C:23]1[CH:28]=[CH:27][CH:26]=[CH:25][CH:24]=1)C=C. The yield is 0.390.